From a dataset of Reaction yield outcomes from USPTO patents with 853,638 reactions. Predict the reaction yield, written as a fraction of the theoretical maximum amount of product (1.0 means a 100% yield; for example, 0.34 means a 34% yield). (1) The reactants are [Cl:1][C:2]1[CH:7]=[C:6]([Cl:8])[CH:5]=[CH:4][C:3]=1[CH2:9][CH2:10][NH:11][C:12]1[N:17]=[C:16]([O:18][CH3:19])[N:15]=[C:14]([C:20]2[CH:21]=[C:22]([OH:26])[CH:23]=[CH:24][CH:25]=2)[CH:13]=1.Br[C:28]([CH3:35])([CH3:34])[C:29]([O:31][CH2:32][CH3:33])=[O:30]. The catalyst is C(#N)C. The product is [CH2:32]([O:31][C:29](=[O:30])[C:28]([O:26][C:22]1[CH:23]=[CH:24][CH:25]=[C:20]([C:14]2[CH:13]=[C:12]([NH:11][CH2:10][CH2:9][C:3]3[CH:4]=[CH:5][C:6]([Cl:8])=[CH:7][C:2]=3[Cl:1])[N:17]=[C:16]([O:18][CH3:19])[N:15]=2)[CH:21]=1)([CH3:35])[CH3:34])[CH3:33]. The yield is 0.370. (2) The reactants are [Br:1][C:2]1[C:6]([CH2:7][CH3:8])=[CH:5][S:4][C:3]=1[CH2:9][CH2:10][C:11]1[CH:16]=[CH:15][N:14]=[C:13]([NH:17]C(=O)OC(C)(C)C)[CH:12]=1.FC(F)(F)C(O)=O. The catalyst is ClCCl. The product is [Br:1][C:2]1[C:6]([CH2:7][CH3:8])=[CH:5][S:4][C:3]=1[CH2:9][CH2:10][C:11]1[CH:16]=[CH:15][N:14]=[C:13]([NH2:17])[CH:12]=1. The yield is 0.560. (3) The reactants are Cl.[NH2:2][CH2:3][C:4]([O:6][CH2:7][CH3:8])=[O:5].[CH3:9][C:10]1([CH3:21])[CH2:15][CH2:14][C:13](=O)[CH:12]([CH2:17][C:18](=O)[CH3:19])[CH2:11]1.C(=O)(O)[O-].[Na+]. The catalyst is ClCCl. The product is [CH3:19][C:18]1[N:2]([CH2:3][C:4]([O:6][CH2:7][CH3:8])=[O:5])[C:13]2[CH2:14][CH2:15][C:10]([CH3:21])([CH3:9])[CH2:11][C:12]=2[CH:17]=1. The yield is 0.760. (4) The reactants are C([NH:4][C:5]1[CH:19]=[C:18]([Cl:20])[C:8]([O:9][CH2:10][CH2:11][CH2:12][CH2:13][CH2:14][C:15]([OH:17])=[O:16])=[C:7]([Cl:21])[CH:6]=1)(=O)C.[OH-].[K+]. The catalyst is CO.O. The product is [NH2:4][C:5]1[CH:6]=[C:7]([Cl:21])[C:8]([O:9][CH2:10][CH2:11][CH2:12][CH2:13][CH2:14][C:15]([OH:17])=[O:16])=[C:18]([Cl:20])[CH:19]=1. The yield is 0.660. (5) The reactants are Br[C:2]1[C:3]([NH:9][CH:10]2[CH2:15][CH2:14][O:13][CH2:12][CH2:11]2)=[N:4][C:5]([NH2:8])=[N:6][CH:7]=1.[Cl:16][C:17]1[CH:18]=[N:19][CH:20]=[CH:21][C:22]=1B(O)O. The catalyst is O1CCOCC1.Cl[Pd](Cl)([P](C1C=CC=CC=1)(C1C=CC=CC=1)C1C=CC=CC=1)[P](C1C=CC=CC=1)(C1C=CC=CC=1)C1C=CC=CC=1. The product is [Cl:16][C:17]1[CH:18]=[N:19][CH:20]=[CH:21][C:22]=1[C:2]1[C:3]([NH:9][CH:10]2[CH2:15][CH2:14][O:13][CH2:12][CH2:11]2)=[N:4][C:5]([NH2:8])=[N:6][CH:7]=1. The yield is 0.980. (6) The reactants are [O:1]1[CH2:6][CH2:5][CH:4]([OH:7])[CH2:3][CH2:2]1.[H-].[Na+].[F:10][C:11]1[CH:12]=[C:13]([CH:16]=[C:17]([F:19])[CH:18]=1)[CH2:14]Br. The catalyst is CN(C=O)C. The product is [F:10][C:11]1[CH:12]=[C:13]([CH:16]=[C:17]([F:19])[CH:18]=1)[CH2:14][O:7][CH:4]1[CH2:5][CH2:6][O:1][CH2:2][CH2:3]1. The yield is 0.490. (7) The reactants are Cl[C:2]([O:4][CH3:5])=[O:3].[C:6]([C:8]1[CH:9]=[C:10]([NH:14][C:15]([C:17]2[CH:18]=[C:19]([C:24]3[CH:29]=[CH:28][C:27]([F:30])=[CH:26][C:25]=3[F:31])[CH:20]=[CH:21]C=2O)=[O:16])[CH:11]=[CH:12][CH:13]=1)#[N:7].Cl. The catalyst is O1CCCC1.N1C=CC=CC=1. The product is [F:31][C:25]1[CH:26]=[C:27]([F:30])[CH:28]=[CH:29][C:24]=1[C:19]1[CH:20]=[CH:21][C:5]2[O:4][C:2](=[O:3])[N:14]([C:10]3[CH:9]=[C:8]([CH:13]=[CH:12][CH:11]=3)[C:6]#[N:7])[C:15](=[O:16])[C:17]=2[CH:18]=1. The yield is 0.490. (8) The catalyst is CS(C)=O.C1(P(C2C=CC=CC=2)[C-]2C=CC=C2)C=CC=CC=1.[C-]1(P(C2C=CC=CC=2)C2C=CC=CC=2)C=CC=C1.[Fe+2]. The product is [CH3:21][C:18]1([CH3:20])[C:17]([CH3:22])([CH3:23])[O:16][B:15]([C:25]2[CH:38]=[CH:37][C:28]([O:29][CH2:30][CH2:31][N:32]3[CH2:36][CH2:35][CH2:34][CH2:33]3)=[CH:27][CH:26]=2)[O:19]1. The yield is 0.480. The reactants are C([O-])(=O)C.[K+].[B:15]1([B:15]2[O:19][C:18]([CH3:21])([CH3:20])[C:17]([CH3:23])([CH3:22])[O:16]2)[O:19][C:18]([CH3:21])([CH3:20])[C:17]([CH3:23])([CH3:22])[O:16]1.Br[C:25]1[CH:38]=[CH:37][C:28]([O:29][CH2:30][CH2:31][N:32]2[CH2:36][CH2:35][CH2:34][CH2:33]2)=[CH:27][CH:26]=1.O. (9) The reactants are [Cl:1][C:2]1[N:3]([C:16]2[C:21]([CH3:22])=[CH:20][C:19]([CH3:23])=[CH:18][C:17]=2[CH3:24])[C:4]2[N:5]([CH:15]=1)[C:6]([CH2:13]O)=[C:7]([C:9]([F:12])([F:11])[F:10])[N:8]=2.S(Cl)([Cl:27])=O. The catalyst is ClCCl. The product is [Cl:1][C:2]1[N:3]([C:16]2[C:21]([CH3:22])=[CH:20][C:19]([CH3:23])=[CH:18][C:17]=2[CH3:24])[C:4]2[N:5]([C:6]([CH2:13][Cl:27])=[C:7]([C:9]([F:12])([F:11])[F:10])[N:8]=2)[CH:15]=1. The yield is 1.00.